From a dataset of Forward reaction prediction with 1.9M reactions from USPTO patents (1976-2016). Predict the product of the given reaction. (1) Given the reactants [C:1]([CH:5]1[CH2:10][CH:9]([C:11]2[CH:16]=[CH:15][CH:14]=[CH:13][CH:12]=2)[CH2:8][CH2:7][C:6]1=[O:17])([CH3:4])([CH3:3])[CH3:2].C(C1CCCC([Cl:28])C1=O)(C)(C)C, predict the reaction product. The product is: [C:1]([CH:5]1[CH2:10][CH:9]([C:11]2[CH:16]=[CH:15][CH:14]=[CH:13][CH:12]=2)[CH2:8][CH:7]([Cl:28])[C:6]1=[O:17])([CH3:4])([CH3:2])[CH3:3]. (2) The product is: [OH:41][C:26]1[C:25](=[O:24])[N:14]([C:15]2[N:16]=[N:17][C:18]([CH3:21])=[CH:19][CH:20]=2)[CH:8]([C:7]2[CH:10]=[CH:11][C:4]([O:3][C:2]([F:13])([F:12])[F:1])=[CH:5][CH:6]=2)[C:27]=1[C:28](=[O:29])[C:30]1[CH:35]=[CH:34][C:33]([O:36][CH2:37][CH2:38][O:39][CH3:40])=[CH:32][CH:31]=1. Given the reactants [F:1][C:2]([F:13])([F:12])[O:3][C:4]1[CH:11]=[CH:10][C:7]([CH:8]=O)=[CH:6][CH:5]=1.[NH2:14][C:15]1[N:16]=[N:17][C:18]([CH3:21])=[CH:19][CH:20]=1.C([O:24][C:25](=O)[C:26]([OH:41])=[CH:27][C:28]([C:30]1[CH:35]=[CH:34][C:33]([O:36][CH2:37][CH2:38][O:39][CH3:40])=[CH:32][CH:31]=1)=[O:29])C, predict the reaction product. (3) Given the reactants C([O:3][C:4]([C:6]([F:28])([F:27])[CH:7]([O:14][C:15]([C:17]12[CH2:26][CH:21]3[CH2:22][CH:23]([CH2:25][CH:19]([CH2:20]3)[CH2:18]1)[CH2:24]2)=[O:16])[C:8]1[CH:13]=[CH:12][CH:11]=[CH:10][CH:9]=1)=[O:5])C.O1CCOCC1.[OH-].[Na+].[Cl-].[C:38]1([S+:44]([C:51]2[CH:56]=[CH:55][CH:54]=[CH:53][CH:52]=2)[C:45]2[CH:50]=[CH:49][CH:48]=[CH:47][CH:46]=2)[CH:43]=[CH:42][CH:41]=[CH:40][CH:39]=1, predict the reaction product. The product is: [C:17]12([C:15]([O:14][CH:7]([C:8]3[CH:13]=[CH:12][CH:11]=[CH:10][CH:9]=3)[C:6]([F:27])([F:28])[C:4]([O-:5])=[O:3])=[O:16])[CH2:24][CH:23]3[CH2:25][CH:19]([CH2:20][CH:21]([CH2:22]3)[CH2:26]1)[CH2:18]2.[C:51]1([S+:44]([C:38]2[CH:39]=[CH:40][CH:41]=[CH:42][CH:43]=2)[C:45]2[CH:50]=[CH:49][CH:48]=[CH:47][CH:46]=2)[CH:52]=[CH:53][CH:54]=[CH:55][CH:56]=1. (4) Given the reactants [NH2:1][C@@H:2]1[CH2:7][CH2:6][CH2:5][N:4]([C:8]2[N:13]([CH2:14][C:15]3[CH:22]=[CH:21][CH:20]=[CH:19][C:16]=3[C:17]#[N:18])[C:12](=[O:23])[C:11](Br)=[CH:10][CH:9]=2)[CH2:3]1.[CH2:25]([Sn](CCCC)(CCCC)C#CC)[CH2:26][CH2:27]C, predict the reaction product. The product is: [NH2:1][C@@H:2]1[CH2:7][CH2:6][CH2:5][N:4]([C:8]2[N:13]([CH2:14][C:15]3[CH:22]=[CH:21][CH:20]=[CH:19][C:16]=3[C:17]#[N:18])[C:12](=[O:23])[C:11]([C:25]#[C:26][CH3:27])=[CH:10][CH:9]=2)[CH2:3]1. (5) Given the reactants [OH:1][C:2]1[CH:7]=[CH:6][C:5]([N:8]2[C:12]3=[N:13][CH:14]=[CH:15][CH:16]=[C:11]3[NH:10][C:9]2=[O:17])=[CH:4][CH:3]=1.Cl[C:19]1[N:23]([CH2:24][O:25][CH2:26][CH2:27][Si:28]([CH3:31])([CH3:30])[CH3:29])[C:22]2[CH:32]=[CH:33][CH:34]=[CH:35][C:21]=2[N:20]=1.C(=O)([O-])[O-].[Cs+].[Cs+], predict the reaction product. The product is: [CH3:29][Si:28]([CH3:31])([CH3:30])[CH2:27][CH2:26][O:25][CH2:24][N:23]1[C:22]2[CH:32]=[CH:33][CH:34]=[CH:35][C:21]=2[N:20]=[C:19]1[O:1][C:2]1[CH:3]=[CH:4][C:5]([N:8]2[C:12]3=[N:13][CH:14]=[CH:15][CH:16]=[C:11]3[NH:10][C:9]2=[O:17])=[CH:6][CH:7]=1. (6) Given the reactants [C:1]([C:3]1[CH:4]=[C:5]([C:13]([OH:15])=O)[CH:6]=[N:7][C:8]=1[O:9][CH2:10][CH2:11][CH3:12])#[N:2].CN(C(ON1N=NC2C=CC=NC1=2)=[N+](C)C)C.F[P-](F)(F)(F)(F)F.CCN(C(C)C)C(C)C.O[NH:50][C:51](=[NH:70])[C:52]1[CH:69]=[CH:68][C:55]2[CH2:56][CH2:57][N:58]([C:61]([O:63][C:64]([CH3:67])([CH3:66])[CH3:65])=[O:62])[CH2:59][CH2:60][C:54]=2[CH:53]=1, predict the reaction product. The product is: [C:1]([C:3]1[CH:4]=[C:5]([C:13]2[O:15][N:50]=[C:51]([C:52]3[CH:69]=[CH:68][C:55]4[CH2:56][CH2:57][N:58]([C:61]([O:63][C:64]([CH3:65])([CH3:66])[CH3:67])=[O:62])[CH2:59][CH2:60][C:54]=4[CH:53]=3)[N:70]=2)[CH:6]=[N:7][C:8]=1[O:9][CH2:10][CH2:11][CH3:12])#[N:2]. (7) Given the reactants [NH2:1][C:2]1[N:7]=[CH:6][N:5]=[C:4]([N:8]2[C:12]3[CH:13]=[C:14]([C:17]#[C:18][C:19]4([OH:32])[CH2:22][CH:21]([C:23](C)(C)[O:24][SiH2]C(C)(C)C)[CH2:20]4)[CH:15]=[CH:16][C:11]=3[N:10]=[C:9]2[CH3:33])[N:3]=1.[F-].C([N+](CCCC)(CCCC)CCCC)CCC, predict the reaction product. The product is: [NH2:1][C:2]1[N:7]=[CH:6][N:5]=[C:4]([N:8]2[C:12]3[CH:13]=[C:14]([C:17]#[C:18][C:19]4([OH:32])[CH2:22][CH:21]([CH2:23][OH:24])[CH2:20]4)[CH:15]=[CH:16][C:11]=3[N:10]=[C:9]2[CH3:33])[N:3]=1. (8) Given the reactants [OH:1][C:2]1[CH:7]=[CH:6][C:5](/[CH:8]=[CH:9]/[C:10]([O:12][CH3:13])=[O:11])=[CH:4][C:3]=1[O:14][CH3:15].[Cl:16][CH2:17][CH2:18][CH2:19][CH2:20][CH2:21][CH2:22][CH2:23][CH2:24]O.C1(P(C2C=CC=CC=2)C2C=CC=CC=2)C=CC=CC=1.C(OC(N=NC(OCC)=O)=O)C, predict the reaction product. The product is: [Cl:16][CH2:17][CH2:18][CH2:19][CH2:20][CH2:21][CH2:22][CH2:23][CH2:24][O:1][C:2]1[CH:7]=[CH:6][C:5](/[CH:8]=[CH:9]/[C:10]([O:12][CH3:13])=[O:11])=[CH:4][C:3]=1[O:14][CH3:15].